Dataset: Full USPTO retrosynthesis dataset with 1.9M reactions from patents (1976-2016). Task: Predict the reactants needed to synthesize the given product. (1) Given the product [OH:5][C:6]1[C:7](=[O:24])[C:8](=[N:26][OH:27])[C:9]=1[CH:10]=[C:11]1[C:19]([CH3:21])([CH3:20])[C:18]2[C:13](=[CH:14][CH:15]=[CH:16][CH:17]=2)[N:12]1[CH3:22], predict the reactants needed to synthesize it. The reactants are: C([O:5][C:6]1[C:7](=[O:24])[C:8](=O)[C:9]=1[CH:10]=[C:11]1[C:19]([CH3:21])([CH3:20])[C:18]2[C:13](=[CH:14][CH:15]=[CH:16][CH:17]=2)[N:12]1[CH3:22])CCC.Cl.[NH2:26][OH:27].C(N(CC)CC)C. (2) Given the product [CH2:1]([O:4][C:5](=[O:24])[NH:6][C:7]1[CH:12]=[CH:11][CH:10]=[C:9]([C:13]2[N:36]=[C:35]([C:34]([CH3:39])([CH3:38])[CH3:33])[S:37][C:14]=2[C:15]2[CH:20]=[CH:19][N:18]=[C:17]([Cl:21])[N:16]=2)[C:8]=1[F:23])[CH:2]=[CH2:3], predict the reactants needed to synthesize it. The reactants are: [CH2:1]([O:4][C:5](=[O:24])[NH:6][C:7]1[CH:12]=[CH:11][CH:10]=[C:9]([C:13](=O)[CH2:14][C:15]2[CH:20]=[CH:19][N:18]=[C:17]([Cl:21])[N:16]=2)[C:8]=1[F:23])[CH:2]=[CH2:3].C1C(=O)N(Br)C(=O)C1.[CH3:33][C:34]([CH3:39])([CH3:38])[C:35](=[S:37])[NH2:36].O. (3) The reactants are: [CH2:1]([O:8][C:9]1[CH:10]=[C:11]([CH3:17])[C:12](Br)=[C:13]([CH3:15])[CH:14]=1)[C:2]1[CH:7]=[CH:6][CH:5]=[CH:4][CH:3]=1.CCCCCC.C([Li])CCC.[B:29](OC(C)C)([O:34]C(C)C)[O:30]C(C)C.Cl. Given the product [CH2:1]([O:8][C:9]1[CH:10]=[C:11]([CH3:17])[C:12]([B:29]([OH:34])[OH:30])=[C:13]([CH3:15])[CH:14]=1)[C:2]1[CH:7]=[CH:6][CH:5]=[CH:4][CH:3]=1, predict the reactants needed to synthesize it.